Dataset: Forward reaction prediction with 1.9M reactions from USPTO patents (1976-2016). Task: Predict the product of the given reaction. Given the reactants [CH3:1][S:2][C:3]1[CH:8]=[CH:7][C:6]([C:9]2[CH:13]=[C:12]([OH:14])[N:11]([C:15]3[CH:20]=[CH:19][CH:18]=[CH:17][CH:16]=3)[N:10]=2)=[CH:5][CH:4]=1.P(Cl)(Cl)(Cl)=O.CN([CH:29]=[O:30])C, predict the reaction product. The product is: [OH:14][C:12]1[N:11]([C:15]2[CH:16]=[CH:17][CH:18]=[CH:19][CH:20]=2)[N:10]=[C:9]([C:6]2[CH:5]=[CH:4][C:3]([S:2][CH3:1])=[CH:8][CH:7]=2)[C:13]=1[CH:29]=[O:30].